Dataset: Forward reaction prediction with 1.9M reactions from USPTO patents (1976-2016). Task: Predict the product of the given reaction. (1) Given the reactants [CH3:1][C:2]1[CH:11]=[CH:10][C:9]2[C:4](=[CH:5][CH:6]=[CH:7][C:8]=2[N:12]2[CH2:17][CH2:16][N:15]([CH2:18][CH2:19][C:20]3[CH:29]=[CH:28][CH:27]=[C:26]4[C:21]=3[CH:22]=[CH:23][C:24]3[N:25]4[CH:30]=[N:31][C:32]=3[C:33]([O:35]CC)=O)[CH2:14][CH2:13]2)[N:3]=1.[OH-].[K+].C[Si](C)(C)[NH:42][Si](C)(C)C.[ClH:49], predict the reaction product. The product is: [ClH:49].[ClH:49].[CH3:1][C:2]1[CH:11]=[CH:10][C:9]2[C:4](=[CH:5][CH:6]=[CH:7][C:8]=2[N:12]2[CH2:13][CH2:14][N:15]([CH2:18][CH2:19][C:20]3[CH:29]=[CH:28][CH:27]=[C:26]4[C:21]=3[CH:22]=[CH:23][C:24]3[N:25]4[CH:30]=[N:31][C:32]=3[C:33]([NH2:42])=[O:35])[CH2:16][CH2:17]2)[N:3]=1. (2) Given the reactants [CH3:1][O:2][C:3](=[O:14])[NH:4][C:5]1[CH:10]=[C:9]([Br:11])[C:8]([F:12])=[C:7]([Br:13])[CH:6]=1.C[Si]([N-][Si](C)(C)C)(C)C.[Na+].Cl[CH2:26][C:27]1[CH:32]=[CH:31][C:30]([O:33][CH3:34])=[CH:29][CH:28]=1, predict the reaction product. The product is: [CH3:1][O:2][C:3](=[O:14])[N:4]([C:5]1[CH:6]=[C:7]([Br:13])[C:8]([F:12])=[C:9]([Br:11])[CH:10]=1)[CH2:26][C:27]1[CH:32]=[CH:31][C:30]([O:33][CH3:34])=[CH:29][CH:28]=1.